Dataset: Forward reaction prediction with 1.9M reactions from USPTO patents (1976-2016). Task: Predict the product of the given reaction. (1) Given the reactants C[O:2][C:3]([C:5]1[C:9]([NH:10][C:11](=[O:20])[C:12]2[C:17]([Cl:18])=[CH:16][CH:15]=[CH:14][C:13]=2[Cl:19])=[CH:8][N:7]([CH:21]2[CH2:26][CH2:25][CH2:24][CH2:23][O:22]2)[N:6]=1)=O.[H-].C([Al+]CC(C)C)C(C)C.S([O-])([O-])(=O)=O.[Na+].[Na+], predict the reaction product. The product is: [Cl:18][C:17]1[CH:16]=[CH:15][CH:14]=[C:13]([Cl:19])[C:12]=1[C:11]([NH:10][C:9]1[C:5]([CH2:3][OH:2])=[N:6][N:7]([CH:21]2[CH2:26][CH2:25][CH2:24][CH2:23][O:22]2)[CH:8]=1)=[O:20]. (2) Given the reactants [CH3:1][C:2]1([C:9]2[CH:14]=[CH:13][CH:12]=[CH:11][CH:10]=2)[NH:6][C:5](=[O:7])[NH:4][C:3]1=[O:8].C(=O)([O-])[O-].[K+].[K+].I[CH:22]([CH3:24])[CH3:23], predict the reaction product. The product is: [CH:22]([N:4]1[C:3](=[O:8])[C:2]([CH3:1])([C:9]2[CH:10]=[CH:11][CH:12]=[CH:13][CH:14]=2)[NH:6][C:5]1=[O:7])([CH3:24])[CH3:23]. (3) Given the reactants [NH2:1][C:2]1[C:6]([CH3:7])=[CH:5][S:4][C:3]=1[C:8]([O:10]C)=O.[Cl:12][C:13]1[CH:18]=[CH:17][C:16]([NH2:19])=[CH:15][N:14]=1, predict the reaction product. The product is: [NH2:1][C:2]1[C:6]([CH3:7])=[CH:5][S:4][C:3]=1[C:8]([NH:19][C:16]1[CH:15]=[N:14][C:13]([Cl:12])=[CH:18][CH:17]=1)=[O:10]. (4) Given the reactants Br[C:2]1[CH:7]=[CH:6][C:5]([Cl:8])=[C:4]([O:9][CH3:10])[CH:3]=1.C1(N(C)C2CCCCC2)CCCCC1.[C:25]([O:29][CH3:30])(=[O:28])[CH:26]=[CH2:27], predict the reaction product. The product is: [Cl:8][C:5]1[CH:6]=[CH:7][C:2](/[CH:27]=[CH:26]/[C:25]([O:29][CH3:30])=[O:28])=[CH:3][C:4]=1[O:9][CH3:10].